Dataset: Full USPTO retrosynthesis dataset with 1.9M reactions from patents (1976-2016). Task: Predict the reactants needed to synthesize the given product. (1) Given the product [CH3:1][C:2]1[C:6]([C:7]2[N:8]([C:23]([NH2:24])=[O:28])[C:9]3[C:14]([C:15]=2[C:16]2[CH:21]=[CH:20][C:19]([OH:22])=[CH:18][CH:17]=2)=[CH:13][CH:12]=[CH:11][CH:10]=3)=[C:5]([CH3:25])[O:4][N:3]=1, predict the reactants needed to synthesize it. The reactants are: [CH3:1][C:2]1[C:6]([C:7]2[N:8]([C:23]#[N:24])[C:9]3[C:14]([C:15]=2[C:16]2[CH:21]=[CH:20][C:19]([OH:22])=[CH:18][CH:17]=2)=[CH:13][CH:12]=[CH:11][CH:10]=3)=[C:5]([CH3:25])[O:4][N:3]=1.Cl.N[OH:28].C[O-].[Na+]. (2) Given the product [N+:11]([C:5]1[C:4]([N+:14]([O-:16])=[O:15])=[C:3]([O:2][CH3:1])[CH:10]=[CH:9][C:6]=1/[CH:7]=[CH:23]\[C:22]1[CH:43]=[C:44]([O:48][CH3:49])[C:45]([O:46][CH3:47])=[C:20]([O:19][CH3:18])[CH:21]=1)([O-:13])=[O:12], predict the reactants needed to synthesize it. The reactants are: [CH3:1][O:2][C:3]1[CH:10]=[CH:9][C:6]([CH:7]=O)=[C:5]([N+:11]([O-:13])=[O:12])[C:4]=1[N+:14]([O-:16])=[O:15].[Br-].[CH3:18][O:19][C:20]1[CH:21]=[C:22]([CH:43]=[C:44]([O:48][CH3:49])[C:45]=1[O:46][CH3:47])[CH2:23][P+](C1C=CC=CC=1)(C1C=CC=CC=1)C1C=CC=CC=1.[H-].[Na+]. (3) Given the product [CH3:55][C:56]1[CH:61]=[C:60]([C:62]([N:15]2[CH2:16][CH2:17][N:12]([S:9]([C:6]3[CH:5]=[CH:4][C:3]([C:2]([F:1])([F:18])[F:19])=[CH:8][CH:7]=3)(=[O:10])=[O:11])[CH2:13][CH2:14]2)=[O:63])[CH:59]=[CH:58][N:57]=1, predict the reactants needed to synthesize it. The reactants are: [F:1][C:2]([F:19])([F:18])[C:3]1[CH:8]=[CH:7][C:6]([S:9]([N:12]2[CH2:17][CH2:16][NH:15][CH2:14][CH2:13]2)(=[O:11])=[O:10])=[CH:5][CH:4]=1.C1C=CC2N(O)N=NC=2C=1.O.CN(C(ON1N=NC2C=CC=CC1=2)=[N+](C)C)C.F[P-](F)(F)(F)(F)F.[CH3:55][C:56]1[CH:61]=[C:60]([C:62](O)=[O:63])[CH:59]=[CH:58][N:57]=1.CCN(C(C)C)C(C)C. (4) Given the product [C:1]([O:5][C:6](=[O:29])[CH2:7][O:8][NH:9][C:10]([C@@H:12]1[CH2:18][CH2:17][C@@H:16]2[CH2:19][N:13]1[C:14](=[O:28])[N:15]2[OH:20])=[O:11])([CH3:4])([CH3:2])[CH3:3], predict the reactants needed to synthesize it. The reactants are: [C:1]([O:5][C:6](=[O:29])[CH2:7][O:8][NH:9][C:10]([C@@H:12]1[CH2:18][CH2:17][C@@H:16]2[CH2:19][N:13]1[C:14](=[O:28])[N:15]2[O:20]CC1C=CC=CC=1)=[O:11])([CH3:4])([CH3:3])[CH3:2].[H][H]. (5) Given the product [NH2:35][C:32]1[N:33]=[CH:34][C:29]([C:2]2[CH:3]=[CH:4][N:5]3[C:10]([C:11]=2[CH3:12])=[C:9]([CH:13]2[CH2:15][CH2:14]2)[CH:8]=[C:7]([C:16]([O:18][CH3:19])=[O:17])[C:6]3=[O:20])=[CH:30][N:31]=1, predict the reactants needed to synthesize it. The reactants are: Cl[C:2]1[CH:3]=[CH:4][N:5]2[C:10]([C:11]=1[CH3:12])=[C:9]([CH:13]1[CH2:15][CH2:14]1)[CH:8]=[C:7]([C:16]([O:18][CH3:19])=[O:17])[C:6]2=[O:20].CC1(C)C(C)(C)OB([C:29]2[CH:30]=[N:31][C:32]([NH2:35])=[N:33][CH:34]=2)O1. (6) Given the product [NH2:65][C@:66]([C:81]1[CH:86]=[CH:85][CH:84]=[C:83]([F:87])[CH:82]=1)([CH3:80])[CH2:67][CH2:68][CH:70]1[C:75](=[O:76])[N:74]([CH3:77])[C:73](=[O:78])[NH:72][C:71]1=[O:79], predict the reactants needed to synthesize it. The reactants are: FC(F)(CC1C(=O)N(C(C)C)C(=O)NC1=O)[C@@H](NC(=O)OC(C)(C)C)C1C=CC=CC=1.FC(F)(C(C1C(=O)N(C(C)C)C(=O)NC1=O)=O)[C@@H](NC(=O)OC(C)(C)C)C1C=CC=CC=1.Cl.[NH2:65][C@:66]([C:81]1[CH:86]=[CH:85][CH:84]=[C:83]([F:87])[CH:82]=1)([CH3:80])[CH2:67][C:68]([CH:70]1[C:75](=[O:76])[N:74]([CH3:77])[C:73](=[O:78])[NH:72][C:71]1=[O:79])=O. (7) Given the product [CH:1]1([C:5]2[C:26]([C:27]3[NH:31][C:30]([O:32][CH2:33][CH3:34])=[N:29][N:28]=3)=[CH:25][C:8]([C:9]([N:11]3[CH2:12][CH2:13][C:14]([C:17]4[CH:18]=[CH:19][C:20]([C:21]#[N:22])=[CH:23][CH:24]=4)([F:37])[CH2:15][CH2:16]3)=[O:10])=[C:7]([CH3:35])[CH:6]=2)[CH2:4][CH2:3][CH2:2]1, predict the reactants needed to synthesize it. The reactants are: [CH:1]1([C:5]2[C:26]([C:27]3[NH:31][C:30]([O:32][CH2:33][CH3:34])=[N:29][N:28]=3)=[CH:25][C:8]([C:9]([N:11]3[CH2:16][CH2:15][CH:14]([C:17]4[CH:24]=[CH:23][C:20]([C:21]#[N:22])=[CH:19][CH:18]=4)[CH2:13][CH2:12]3)=[O:10])=[C:7]([CH3:35])[CH:6]=2)[CH2:4][CH2:3][CH2:2]1.Cl.[F:37]C1(C2C=CC(C#N)=CC=2)CCNCC1.Cl.